This data is from Forward reaction prediction with 1.9M reactions from USPTO patents (1976-2016). The task is: Predict the product of the given reaction. (1) Given the reactants OP([O-])([O-])=O.[K+].[K+].S(O)(O)(=O)=O.[NH2:13][O:14][B:15]([C:17]1[CH:22]=[CH:21][CH:20]=[CH:19][CH:18]=1)[OH:16].[NH2:13][O:14][B:15]([C:17]1[CH:22]=[CH:21][CH:20]=[CH:19][CH:18]=1)[OH:16], predict the reaction product. The product is: [NH2:13][O:14][B:15]([C:17]1[CH:22]=[CH:21][CH:20]=[CH:19][CH:18]=1)[OH:16]. (2) Given the reactants [CH3:1][O:2][C:3]1[N:8]=[CH:7][C:6]([N:9]2[C:13]([C:14]3[CH:19]=[CH:18][CH:17]=[CH:16][CH:15]=3)=[CH:12][C:11]([C:20]([N:22]3[CH2:27][CH2:26][NH:25][CH2:24][CH2:23]3)=[O:21])=[N:10]2)=[CH:5][CH:4]=1.C(=O)([O-])[O-].[K+].[K+].[CH:34](Br)([CH3:36])[CH3:35], predict the reaction product. The product is: [CH3:1][O:2][C:3]1[N:8]=[CH:7][C:6]([N:9]2[C:13]([C:14]3[CH:15]=[CH:16][CH:17]=[CH:18][CH:19]=3)=[CH:12][C:11]([C:20]([N:22]3[CH2:27][CH2:26][N:25]([CH:34]([CH3:36])[CH3:35])[CH2:24][CH2:23]3)=[O:21])=[N:10]2)=[CH:5][CH:4]=1. (3) Given the reactants [C:1]([C:5]1[CH:9]=[C:8]([NH2:10])[N:7]([C:11]2[CH:16]=[CH:15][C:14]([CH3:17])=[CH:13][CH:12]=2)[N:6]=1)([CH3:4])([CH3:3])[CH3:2].[C:18]([O-:21])(O)=O.[Na+].ClC(OC(Cl)=O)(Cl)Cl.[NH2:31][C:32]1[C:41]2[C:36](=[CH:37][CH:38]=[CH:39][CH:40]=2)[C:35]([O:42][C:43]([C:46]2[CH:51]=[CH:50][N:49]=[C:48]([NH2:52])[CH:47]=2)([CH3:45])[CH3:44])=[CH:34][CH:33]=1.CCN(C(C)C)C(C)C, predict the reaction product. The product is: [NH2:52][C:48]1[CH:47]=[C:46]([C:43]([O:42][C:35]2[C:36]3[C:41](=[CH:40][CH:39]=[CH:38][CH:37]=3)[C:32]([NH:31][C:18]([NH:10][C:8]3[N:7]([C:11]4[CH:12]=[CH:13][C:14]([CH3:17])=[CH:15][CH:16]=4)[N:6]=[C:5]([C:1]([CH3:4])([CH3:3])[CH3:2])[CH:9]=3)=[O:21])=[CH:33][CH:34]=2)([CH3:45])[CH3:44])[CH:51]=[CH:50][N:49]=1. (4) Given the reactants [O:1]=[S:2]1(=[O:25])[C:8]2[CH:9]=[CH:10][CH:11]=[CH:12][C:7]=2[CH2:6][N:5]([C:13]2[CH:22]=[C:21]([NH2:23])[C:20]3[C:15](=[CH:16][CH:17]=[C:18]([CH3:24])[CH:19]=3)[N:14]=2)[CH2:4][CH2:3]1.C(N(CC)CC)C.[Br:33][C:34]([CH3:39])([CH3:38])[C:35](Cl)=[O:36], predict the reaction product. The product is: [Br:33][C:34]([CH3:39])([CH3:38])[C:35]([NH:23][C:21]1[C:20]2[C:15](=[CH:16][CH:17]=[C:18]([CH3:24])[CH:19]=2)[N:14]=[C:13]([N:5]2[CH2:6][C:7]3[CH:12]=[CH:11][CH:10]=[CH:9][C:8]=3[S:2](=[O:1])(=[O:25])[CH2:3][CH2:4]2)[CH:22]=1)=[O:36]. (5) Given the reactants Br[CH2:2][C:3]([C:5]1[CH:10]=[CH:9][C:8]([Br:11])=[C:7]([Cl:12])[CH:6]=1)=O.[NH2:13][C:14]([NH2:16])=[S:15], predict the reaction product. The product is: [Br:11][C:8]1[CH:9]=[CH:10][C:5]([C:3]2[N:13]=[C:14]([NH2:16])[S:15][CH:2]=2)=[CH:6][C:7]=1[Cl:12]. (6) Given the reactants [NH2:1][C:2]1[CH:7]=[CH:6][C:5]([C@H:8]([CH3:20])[C:9]([NH:11][C:12]2[S:13][C:14]([CH:17]([CH3:19])[CH3:18])=[CH:15][N:16]=2)=[O:10])=[CH:4][CH:3]=1.[C:21](OC(=O)C)(=[O:23])[CH3:22].O, predict the reaction product. The product is: [C:21]([NH:1][C:2]1[CH:7]=[CH:6][C:5]([C@H:8]([CH3:20])[C:9]([NH:11][C:12]2[S:13][C:14]([CH:17]([CH3:19])[CH3:18])=[CH:15][N:16]=2)=[O:10])=[CH:4][CH:3]=1)(=[O:23])[CH3:22]. (7) Given the reactants [C:1]([O:5][C@@H:6]([C:12]1[C:21]([CH3:22])=[CH:20][C:19]2[C:14](=[CH:15][CH:16]=[CH:17][C:18]=2[CH3:23])[C:13]=1[OH:24])[C:7]([O:9][CH2:10][CH3:11])=[O:8])([CH3:4])([CH3:3])[CH3:2].C(N(C(C)C)CC)(C)C.[F:34][C:35]([F:48])([F:47])[S:36](O[S:36]([C:35]([F:48])([F:47])[F:34])(=[O:38])=[O:37])(=[O:38])=[O:37], predict the reaction product. The product is: [C:1]([O:5][C@@H:6]([C:12]1[C:21]([CH3:22])=[CH:20][C:19]2[C:14](=[CH:15][CH:16]=[CH:17][C:18]=2[CH3:23])[C:13]=1[O:24][S:36]([C:35]([F:48])([F:47])[F:34])(=[O:38])=[O:37])[C:7]([O:9][CH2:10][CH3:11])=[O:8])([CH3:4])([CH3:3])[CH3:2]. (8) Given the reactants Cl.[NH2:2][CH:3]([C:5]([O:7][C:8]([CH3:11])([CH3:10])[CH3:9])=[O:6])[CH3:4].S([O-])([O-])(=O)=O.[Mg+2].[CH:18](=O)[C:19]1[CH:24]=[CH:23][CH:22]=[CH:21][CH:20]=1.C(N(CC)CC)C, predict the reaction product. The product is: [CH:18](=[N:2][C@H:3]([C:5]([O:7][C:8]([CH3:11])([CH3:10])[CH3:9])=[O:6])[CH3:4])[C:19]1[CH:24]=[CH:23][CH:22]=[CH:21][CH:20]=1. (9) Given the reactants [N+:1]([C:4]1[CH:5]=[C:6]([CH:10]=[CH:11][CH:12]=1)[C:7](Cl)=[O:8])([O-:3])=[O:2].[C:13](#[N:17])[CH2:14][C:15]#[N:16].[CH3:18]CN(C(C)C)C(C)C.COS(OC)(=O)=O, predict the reaction product. The product is: [CH3:18][O:8][C:7]([C:6]1[CH:10]=[CH:11][CH:12]=[C:4]([N+:1]([O-:3])=[O:2])[CH:5]=1)=[C:14]([C:13]#[N:17])[C:15]#[N:16]. (10) Given the reactants [CH2:1]([O:8][C:9]([C:11]1[C:19]2[C:14](=[CH:15][CH:16]=[CH:17][CH:18]=2)[NH:13][CH:12]=1)=[O:10])[C:2]1[CH:7]=[CH:6][CH:5]=[CH:4][CH:3]=1.[H-].[Na+].[C:22](Cl)(=[O:24])[CH3:23], predict the reaction product. The product is: [CH2:1]([O:8][C:9]([C:11]1[C:19]2[C:14](=[CH:15][CH:16]=[CH:17][CH:18]=2)[N:13]([C:22](=[O:24])[CH3:23])[CH:12]=1)=[O:10])[C:2]1[CH:7]=[CH:6][CH:5]=[CH:4][CH:3]=1.